This data is from Ames mutagenicity test results for genotoxicity prediction. The task is: Regression/Classification. Given a drug SMILES string, predict its toxicity properties. Task type varies by dataset: regression for continuous values (e.g., LD50, hERG inhibition percentage) or binary classification for toxic/non-toxic outcomes (e.g., AMES mutagenicity, cardiotoxicity, hepatotoxicity). Dataset: ames. (1) The molecule is O=C(NC(S)c1nc2ccccc2s1)NC(S)c1nc2ccccc2s1. The result is 1 (mutagenic). (2) The molecule is CC(Cl)Cl. The result is 0 (non-mutagenic). (3) The drug is ClN1C2c3ccccc3-c3ccccc3C21. The result is 1 (mutagenic). (4) The molecule is O=[N+]([O-])c1cc2c3ccccc3sc2c2ccccc12. The result is 1 (mutagenic). (5) The molecule is ClC(Cl)=C(Cl)c1c(Cl)c(Cl)c(Cl)c(Cl)c1Cl. The result is 0 (non-mutagenic). (6) The compound is CCCCCN(CCCCC)N=O. The result is 1 (mutagenic).